Predict the product of the given reaction. From a dataset of Forward reaction prediction with 1.9M reactions from USPTO patents (1976-2016). (1) Given the reactants [CH2:1](O)[CH2:2][CH2:3][CH2:4][CH2:5][CH2:6][CH2:7][CH2:8][CH2:9][CH:10]=[CH2:11].[C:13]1(=[O:23])[NH:17][C:16](=[O:18])[C:15]2=[CH:19][CH:20]=[CH:21][CH:22]=[C:14]12.C1(P(C2C=CC=CC=2)C2C=CC=CC=2)C=CC=CC=1.CCOC(/N=N/C(OCC)=O)=O, predict the reaction product. The product is: [CH2:1]([N:17]1[C:13](=[O:23])[C:14]2[C:15](=[CH:19][CH:20]=[CH:21][CH:22]=2)[C:16]1=[O:18])[CH2:2][CH2:3][CH2:4][CH2:5][CH2:6][CH2:7][CH2:8][CH2:9][CH:10]=[CH2:11]. (2) Given the reactants [CH3:1][N:2]([CH3:30])[CH:3]1[CH2:8][CH2:7][N:6]([C:9]2[CH:14]=[CH:13][C:12]([NH:15][C:16]3[N:21]=[C:20]4[N:22]([CH:27]([CH3:29])[CH3:28])[C:23](=[O:26])[NH:24][CH2:25][C:19]4=[CH:18][N:17]=3)=[CH:11][CH:10]=2)[CH2:5][CH2:4]1.FC(F)(F)C(O)=O.CC(C)([O-])C.[K+], predict the reaction product. The product is: [CH3:1][N:2]([CH3:30])[CH:3]1[CH2:4][CH2:5][N:6]([C:9]2[CH:14]=[CH:13][C:12]([NH:15][C:16]3[N:21]=[C:20]4[N:22]([CH:27]([CH3:28])[CH3:29])[C:23](=[O:26])[N:24]=[CH:25][C:19]4=[CH:18][N:17]=3)=[CH:11][CH:10]=2)[CH2:7][CH2:8]1.